Dataset: CYP2C19 inhibition data for predicting drug metabolism from PubChem BioAssay. Task: Regression/Classification. Given a drug SMILES string, predict its absorption, distribution, metabolism, or excretion properties. Task type varies by dataset: regression for continuous measurements (e.g., permeability, clearance, half-life) or binary classification for categorical outcomes (e.g., BBB penetration, CYP inhibition). Dataset: cyp2c19_veith. (1) The molecule is C[C@@H](c1ccccc1)N1CCN([C@H](C)c2ccccc2)CC1. The result is 0 (non-inhibitor). (2) The drug is C/C(CCN1CCCCc2nc(C)c(C)cc21)=N\O[C@@H](C)CN1CCCCc2nc(C)c(C)cc21. The result is 0 (non-inhibitor). (3) The drug is N#CCCn1c(=O)c(CCc2ccccc2)nc2cnc(N3CCOCC3)nc21. The result is 0 (non-inhibitor). (4) The molecule is S=c1nc(-c2nc(=S)[nH]c3c2CCCCCCCCCC3)c2c([nH]1)CCCCCCCCCC2. The result is 0 (non-inhibitor). (5) The drug is COC(=O)C/C=C\[C@@H](C)[C@@H](/C=N\O[C@@H]1O[C@H](COC(C)=O)[C@@H](OC(C)=O)[C@H](OC(C)=O)[C@H]1OC(C)=O)NS(=O)(=O)c1ccc(C)cc1. The result is 0 (non-inhibitor). (6) The drug is C[C@@]12CCC(=O)C=C1CC[C@@H]1[C@@H]2C(=O)C[C@@]2(C)C(=O)CC[C@H]12. The result is 0 (non-inhibitor).